This data is from Forward reaction prediction with 1.9M reactions from USPTO patents (1976-2016). The task is: Predict the product of the given reaction. (1) Given the reactants [Li].[H-].[CH3:3][C:4]1[CH:9]=[C:8]([N:10]2[CH2:15][CH2:14][N:13]([NH:16][CH:17]=O)[CH2:12][CH2:11]2)[CH:7]=[CH:6][N:5]=1.Cl.C(=O)([O-])[O-].[K+].[K+], predict the reaction product. The product is: [CH3:17][NH:16][N:13]1[CH2:12][CH2:11][N:10]([C:8]2[CH:7]=[CH:6][N:5]=[C:4]([CH3:3])[CH:9]=2)[CH2:15][CH2:14]1. (2) Given the reactants [NH2:1][C:2]1[NH:6][N:5]=[C:4]([CH3:7])[C:3]=1[C:8]1[C:13]([CH3:14])=[CH:12][C:11]([O:15][CH3:16])=[CH:10][C:9]=1[CH3:17].C(O[C:21](=[NH:23])[CH3:22])C.[C:24]([OH:27])(=[O:26])[CH3:25], predict the reaction product. The product is: [C:24]([OH:27])(=[O:26])[CH3:25].[NH:23]=[CH:21][CH2:22][NH:1][C:2]1[NH:6][N:5]=[C:4]([CH3:7])[C:3]=1[C:8]1[C:13]([CH3:14])=[CH:12][C:11]([O:15][CH3:16])=[CH:10][C:9]=1[CH3:17]. (3) Given the reactants [Cl:1][C:2]1[CH:10]=[C:9]2[C:5]([C:6]([CH:11]=O)=[CH:7][NH:8]2)=[CH:4][CH:3]=1.[H-].[Al+3].[Li+].[H-].[H-].[H-], predict the reaction product. The product is: [Cl:1][C:2]1[CH:10]=[C:9]2[C:5]([C:6]([CH3:11])=[CH:7][NH:8]2)=[CH:4][CH:3]=1. (4) Given the reactants C(OC[N:10]1[C:14]([C:15]2[CH:20]=[CH:19][N:18]=[C:17]([C:21]#[N:22])[CH:16]=2)=[N:13][C:12]([C:23]2[CH:28]=[CH:27][N:26]=[C:25]([Cl:29])[CH:24]=2)=[N:11]1)C1C=CC=CC=1.C1(C)C=CC=CC=1.O.C1(C)C=CC(S(O)(=O)=O)=CC=1, predict the reaction product. The product is: [C:21]([C:17]1[CH:16]=[C:15]([C:14]2[NH:10][N:11]=[C:12]([C:23]3[CH:28]=[CH:27][N:26]=[C:25]([Cl:29])[CH:24]=3)[N:13]=2)[CH:20]=[CH:19][N:18]=1)#[N:22]. (5) The product is: [C:1]([O:5][C:6]([NH:8][C@@H:9]1[C@H:14]([NH:15][C:16]2[N:21]=[C:20](/[CH:41]=[CH:40]/[C:39]3[CH:45]=[CH:46][C:36]([Cl:35])=[CH:37][CH:38]=3)[C:19]3[C:23](=[O:33])[N:24]([C:26]([O:28][C:29]([CH3:31])([CH3:30])[CH3:32])=[O:27])[CH2:25][C:18]=3[C:17]=2[F:34])[CH2:13][CH2:12][O:11][CH2:10]1)=[O:7])([CH3:3])([CH3:2])[CH3:4]. Given the reactants [C:1]([O:5][C:6]([NH:8][C@@H:9]1[C@H:14]([NH:15][C:16]2[N:21]=[C:20](Cl)[C:19]3[C:23](=[O:33])[N:24]([C:26]([O:28][C:29]([CH3:32])([CH3:31])[CH3:30])=[O:27])[CH2:25][C:18]=3[C:17]=2[F:34])[CH2:13][CH2:12][O:11][CH2:10]1)=[O:7])([CH3:4])([CH3:3])[CH3:2].[Cl:35][C:36]1[CH:46]=[CH:45][C:39](/[CH:40]=[CH:41]/B(O)O)=[CH:38][CH:37]=1.C(=O)([O-])[O-].[Na+].[Na+], predict the reaction product. (6) Given the reactants [O:1]1[CH2:6][CH2:5][N:4]([C:7]2[C:8]3[N:9]([C:13]([C:29]4[CH:30]=[CH:31][C:32]([N:35]5[CH2:40][CH2:39][N:38](C(OC(C)(C)C)=O)[CH2:37][CH2:36]5)=[N:33][CH:34]=4)=[C:14]([C:16](=[O:28])[NH:17][C:18]4[CH:27]=[CH:26][C:25]5[C:20](=[CH:21][CH:22]=[CH:23][CH:24]=5)[N:19]=4)[N:15]=3)[N:10]=[CH:11][CH:12]=2)[CH2:3][CH2:2]1.[C:48]([OH:54])([C:50]([F:53])([F:52])[F:51])=[O:49], predict the reaction product. The product is: [F:51][C:50]([F:53])([F:52])[C:48]([OH:54])=[O:49].[O:1]1[CH2:6][CH2:5][N:4]([C:7]2[C:8]3[N:9]([C:13]([C:29]4[CH:34]=[N:33][C:32]([N:35]5[CH2:36][CH2:37][NH:38][CH2:39][CH2:40]5)=[CH:31][CH:30]=4)=[C:14]([C:16]([NH:17][C:18]4[CH:27]=[CH:26][C:25]5[C:20](=[CH:21][CH:22]=[CH:23][CH:24]=5)[N:19]=4)=[O:28])[N:15]=3)[N:10]=[CH:11][CH:12]=2)[CH2:3][CH2:2]1. (7) Given the reactants [CH3:1][O:2][C:3]1[N:11]([CH3:12])[C:10]2[C:9](=[O:13])[NH:8][C:7](=[O:14])[N:6]([CH2:15][CH2:16][CH3:17])[C:5]=2[N:4]=1.C(=O)([O-])[O-].[Cs+].[Cs+].[Cl:24][C:25]1[CH:32]=[CH:31][C:28]([CH2:29]Br)=[CH:27][CH:26]=1.CCOC(C)=O, predict the reaction product. The product is: [Cl:24][C:25]1[CH:32]=[CH:31][C:28]([CH2:29][N:8]2[C:9](=[O:13])[C:10]3[N:11]([CH3:12])[C:3]([O:2][CH3:1])=[N:4][C:5]=3[N:6]([CH2:15][CH2:16][CH3:17])[C:7]2=[O:14])=[CH:27][CH:26]=1. (8) Given the reactants [Cl:1][C:2]1[CH:3]=[C:4]([CH:9]2[CH2:13][CH2:12][CH2:11][NH:10]2)[CH:5]=[CH:6][C:7]=1[Cl:8].[C:14](#[N:17])[CH:15]=[CH2:16], predict the reaction product. The product is: [Cl:1][C:2]1[CH:3]=[C:4]([CH:9]2[CH2:13][CH2:12][CH2:11][N:10]2[CH2:16][CH2:15][C:14]#[N:17])[CH:5]=[CH:6][C:7]=1[Cl:8]. (9) Given the reactants C(OC([NH:11][C@@H:12]1[CH2:16][CH2:15][C@:14]([CH3:21])([C:17]([O:19][CH3:20])=[O:18])[C:13]1([CH3:23])[CH3:22])=O)C1C=CC=CC=1, predict the reaction product. The product is: [NH2:11][C@@H:12]1[CH2:16][CH2:15][C@:14]([CH3:21])([C:17]([O:19][CH3:20])=[O:18])[C:13]1([CH3:23])[CH3:22].